From a dataset of Full USPTO retrosynthesis dataset with 1.9M reactions from patents (1976-2016). Predict the reactants needed to synthesize the given product. (1) Given the product [CH:36]1([N:15]2[C:16]([CH3:29])=[C:17]([CH2:18][C:19]3[CH:24]=[CH:23][C:22]([O:25][CH:26]([CH3:27])[CH3:28])=[CH:21][CH:20]=3)[C:13]([O:12][C@@H:1]3[O:9][C@H:8]([CH2:10][OH:11])[C@@H:6]([OH:7])[C@H:4]([OH:5])[C@H:2]3[OH:3])=[N:14]2)[CH2:40][CH2:39][CH2:38][CH2:37]1, predict the reactants needed to synthesize it. The reactants are: [C@@H:1]1([O:12][C:13]2[C:17]([CH2:18][C:19]3[CH:24]=[CH:23][C:22]([O:25][CH:26]([CH3:28])[CH3:27])=[CH:21][CH:20]=3)=[C:16]([CH3:29])[NH:15][N:14]=2)[O:9][C@H:8]([CH2:10][OH:11])[C@@H:6]([OH:7])[C@H:4]([OH:5])[C@H:2]1[OH:3].C(=O)([O-])[O-].[Cs+].[Cs+].[CH:36]1(Br)[CH2:40][CH2:39][CH2:38][CH2:37]1.O. (2) Given the product [CH2:19]([O:1][C:2]1[CH:3]=[C:4]2[C:9](=[CH:10][CH:11]=1)[NH:8][C:7](=[O:12])[C:6]([C:13]1[S:14][CH:15]=[CH:16][CH:17]=1)=[N:5]2)[C:20]1[CH:25]=[CH:24][CH:23]=[CH:22][CH:21]=1, predict the reactants needed to synthesize it. The reactants are: [OH:1][C:2]1[CH:3]=[C:4]2[C:9](=[CH:10][CH:11]=1)[NH:8][C:7](=[O:12])[C:6]([C:13]1[S:14][CH:15]=[CH:16][CH:17]=1)=[N:5]2.Br[CH2:19][C:20]1[CH:25]=[CH:24][CH:23]=[CH:22][CH:21]=1.C([O-])([O-])=O.[K+].[K+].